Dataset: Catalyst prediction with 721,799 reactions and 888 catalyst types from USPTO. Task: Predict which catalyst facilitates the given reaction. (1) Reactant: [CH3:1][C:2]1[CH:3]=[C:4]([CH:18]=[CH:19][C:20]=1[CH3:21])[C:5]([C:7]1[C:16](=[O:17])[C:15]2[C:10](=[CH:11][CH:12]=[CH:13][CH:14]=2)[NH:9][CH:8]=1)=[O:6].[H-].[Na+].Br[CH2:25][C:26]1[CH:31]=[CH:30][CH:29]=[C:28]([C:32]([F:35])([F:34])[F:33])[N:27]=1. Product: [CH3:1][C:2]1[CH:3]=[C:4]([CH:18]=[CH:19][C:20]=1[CH3:21])[C:5]([C:7]1[C:16](=[O:17])[C:15]2[C:10](=[CH:11][CH:12]=[CH:13][CH:14]=2)[N:9]([CH2:25][C:26]2[CH:31]=[CH:30][CH:29]=[C:28]([C:32]([F:34])([F:33])[F:35])[N:27]=2)[CH:8]=1)=[O:6]. The catalyst class is: 9. (2) Reactant: [C:1]([C:5]1[CH:10]=[CH:9][CH:8]=[CH:7][C:6]=1[N:11]1[CH2:16][CH2:15][N:14]([C:17]([C:19]2[CH:30]=[CH:29][C:22]([O:23][CH2:24][C:25]([O:27]C)=[O:26])=[CH:21][CH:20]=2)=[O:18])[CH2:13][CH2:12]1)([CH3:4])([CH3:3])[CH3:2].[OH-].[Na+].CO.Cl. Product: [C:1]([C:5]1[CH:10]=[CH:9][CH:8]=[CH:7][C:6]=1[N:11]1[CH2:12][CH2:13][N:14]([C:17]([C:19]2[CH:20]=[CH:21][C:22]([O:23][CH2:24][C:25]([OH:27])=[O:26])=[CH:29][CH:30]=2)=[O:18])[CH2:15][CH2:16]1)([CH3:4])([CH3:2])[CH3:3]. The catalyst class is: 7. (3) Reactant: [Cl:1][C:2]1[CH:7]=[CH:6][C:5]([S:8][C:9]2[CH:14]=[CH:13][CH:12]=[CH:11][C:10]=2[F:15])=[CH:4][N:3]=1.ClC1C=C(C=CC=1)C(OO)=[O:21].[OH-].[Na+]. Product: [Cl:1][C:2]1[CH:7]=[CH:6][C:5]([S:8]([C:9]2[CH:14]=[CH:13][CH:12]=[CH:11][C:10]=2[F:15])=[O:21])=[CH:4][N:3]=1. The catalyst class is: 4. (4) Reactant: [Cl:1][C:2]1[CH:7]=[CH:6][C:5]([C:8](=[O:18])[NH:9][CH2:10][C:11]2[CH:16]=[CH:15][CH:14]=[C:13]([Cl:17])[CH:12]=2)=[CH:4][C:3]=1[NH:19][C:20]([C:22]1[C:35](=[O:36])[NH:34][C:25]2[N:26]=[C:27](S(C)(=O)=O)[N:28]=[CH:29][C:24]=2[CH:23]=1)=[O:21].[C:37]([O:41][C:42]([N:44]1[CH2:49][CH2:48][CH:47]([NH2:50])[CH2:46][CH2:45]1)=[O:43])([CH3:40])([CH3:39])[CH3:38].CN(C=O)C. Product: [C:37]([O:41][C:42]([N:44]1[CH2:49][CH2:48][CH:47]([NH:50][C:27]2[N:28]=[CH:29][C:24]3[CH:23]=[C:22]([C:20](=[O:21])[NH:19][C:3]4[CH:4]=[C:5]([C:8](=[O:18])[NH:9][CH2:10][C:11]5[CH:16]=[CH:15][CH:14]=[C:13]([Cl:17])[CH:12]=5)[CH:6]=[CH:7][C:2]=4[Cl:1])[C:35](=[O:36])[NH:34][C:25]=3[N:26]=2)[CH2:46][CH2:45]1)=[O:43])([CH3:40])([CH3:38])[CH3:39]. The catalyst class is: 6. (5) Reactant: OC1C=C(C=CC=1)C1C(=O)C2C(=C(C)C(O)=CC=2)OC=1.[C:21]([O:24][C:25](=[O:27])[CH3:26])(=O)[CH3:22].C(OC1C=[CH:52][C:35]([C:36]2[C:45](=[O:46])[C:44]3[C:39](=[C:40]([CH3:51])[C:41]([O:47][C:48](=[O:50])[CH3:49])=[CH:42][CH:43]=3)[O:38][CH:37]=2)=[CH:34][CH:33]=1)(=O)C. Product: [C:25]([O:24][C:21]1[CH:52]=[C:35]([CH:34]=[CH:33][CH:22]=1)[C:36]1[C:45](=[O:46])[C:44]2[C:39](=[C:40]([CH3:51])[C:41]([O:47][C:48](=[O:50])[CH3:49])=[CH:42][CH:43]=2)[O:38][CH:37]=1)(=[O:27])[CH3:26]. The catalyst class is: 17. (6) Reactant: [CH:1]1([CH2:4][N:5]2[C:9]3[CH:10]=[CH:11][C:12]([S:14]([CH:17]4[CH2:22][CH2:21][N:20]([C:23]([C:36]5[CH:41]=[CH:40][CH:39]=[CH:38][CH:37]=5)([C:30]5[CH:35]=[CH:34][CH:33]=[CH:32][CH:31]=5)[C:24]5[CH:29]=[CH:28][CH:27]=[CH:26][CH:25]=5)[CH2:19][CH2:18]4)(=[O:16])=[O:15])=[CH:13][C:8]=3[N:7]=[C:6]2[CH2:42][C:43]([CH3:46])([CH3:45])[CH3:44])[CH2:3][CH2:2]1.C([N-]C(C)C)(C)C.[Li+].C([C:57](OC)=[O:58])#N. Product: [CH:1]1([CH2:4][N:5]2[C:9]3[CH:10]=[CH:11][C:12]([S:14]([C:17]4([CH2:57][OH:58])[CH2:18][CH2:19][N:20]([C:23]([C:36]5[CH:41]=[CH:40][CH:39]=[CH:38][CH:37]=5)([C:24]5[CH:25]=[CH:26][CH:27]=[CH:28][CH:29]=5)[C:30]5[CH:35]=[CH:34][CH:33]=[CH:32][CH:31]=5)[CH2:21][CH2:22]4)(=[O:15])=[O:16])=[CH:13][C:8]=3[N:7]=[C:6]2[CH2:42][C:43]([CH3:46])([CH3:45])[CH3:44])[CH2:3][CH2:2]1. The catalyst class is: 7. (7) Reactant: Br[C:2]1[CH:3]=[C:4]2[C:8](=[C:9]([C:11]([NH2:13])=[O:12])[CH:10]=1)[NH:7][CH:6]=[C:5]2[CH:14]1[CH2:19][CH2:18][N:17]([S:20]([CH2:23][CH3:24])(=[O:22])=[O:21])[CH2:16][CH2:15]1.C(=O)([O-])[O-].[Cs+].[Cs+].CC1(C)C(C)(C)OB([C:39]2[CH:40]=[N:41][NH:42][CH:43]=2)O1. Product: [CH2:23]([S:20]([N:17]1[CH2:18][CH2:19][CH:14]([C:5]2[C:4]3[C:8](=[C:9]([C:11]([NH2:13])=[O:12])[CH:10]=[C:2]([C:39]4[CH:40]=[N:41][NH:42][CH:43]=4)[CH:3]=3)[NH:7][CH:6]=2)[CH2:15][CH2:16]1)(=[O:22])=[O:21])[CH3:24]. The catalyst class is: 73.